Dataset: Forward reaction prediction with 1.9M reactions from USPTO patents (1976-2016). Task: Predict the product of the given reaction. (1) Given the reactants O.C1(C)C=CC(S(O)(=O)=O)=CC=1.[Br:13][C:14]1[C:15]([F:37])=[CH:16][C:17]([CH3:36])=[C:18]([C:20]2[C:21](=[O:35])[NH:22][C:23]3([C:33]=2[OH:34])[CH2:32][CH2:31][C:26]2(OCC[O:27]2)[CH2:25][CH2:24]3)[CH:19]=1, predict the reaction product. The product is: [Br:13][C:14]1[C:15]([F:37])=[CH:16][C:17]([CH3:36])=[C:18]([C:20]2[C:21](=[O:35])[NH:22][C:23]3([CH2:24][CH2:25][C:26](=[O:27])[CH2:31][CH2:32]3)[C:33]=2[OH:34])[CH:19]=1. (2) Given the reactants CO[C:3]([C:5]1[C:6]([OH:32])=[C:7]2[C:12](=[CH:13][N:14]=1)[N:11](CC1C=CC=CC=1)[C:10](=[O:22])[C:9]([C:23]1[CH:28]=[C:27]([F:29])[CH:26]=[CH:25][C:24]=1[O:30][CH3:31])=[CH:8]2)=[O:4].[NH2:33][CH2:34][CH2:35][C:36]([OH:38])=[O:37].C[O-].[Na+], predict the reaction product. The product is: [CH2:9]([N:14]1[CH:13]=[C:12]2[C:7](=[CH:8][CH:9]([C:23]3[CH:28]=[C:27]([F:29])[CH:26]=[CH:25][C:24]=3[O:30][CH3:31])[C:10](=[O:22])[NH:11]2)[C:6]([OH:32])=[C:5]1[C:3]([NH:33][CH2:34][CH2:35][C:36]([OH:38])=[O:37])=[O:4])[C:23]1[CH:28]=[CH:27][CH:26]=[CH:25][CH:24]=1. (3) Given the reactants [Br:1][C:2]1[S:3][C:4](NC(=O)OC(C)(C)C)=[C:5]([C:7](=[O:31])[NH:8][C:9]2[CH:10]=[N:11][N:12]([CH3:30])[C:13]=2[C:14]23[O:21][CH:18]([CH2:19]C2)[CH:17]([NH:22][C:23]([O:25][C:26]([CH3:29])([CH3:28])[CH3:27])=[O:24])[CH2:16][CH2:15]3)[N:6]=1.[F:40][C@@H]1[C@H](NC(=O)OC(C)(C)C)CC[C@@H](C2N(C)N=CC=2[N+]([O-])=O)OC1.BrC1SC=C(C(O)=O)N=1, predict the reaction product. The product is: [Br:1][C:2]1[S:3][CH:4]=[C:5]([C:7]([NH:8][C:9]2[CH:10]=[N:11][N:12]([CH3:30])[C:13]=2[C@H:14]2[O:21][CH2:19][C@H:18]([F:40])[C@H:17]([NH:22][C:23](=[O:24])[O:25][C:26]([CH3:29])([CH3:28])[CH3:27])[CH2:16][CH2:15]2)=[O:31])[N:6]=1. (4) Given the reactants C(O[C:6]([N:8](C)[CH2:9][CH2:10][CH2:11][C:12]([O:14][CH3:15])=[O:13])=O)(C)(C)C.[ClH:17], predict the reaction product. The product is: [ClH:17].[CH3:6][NH:8][CH2:9][CH2:10][CH2:11][C:12]([O:14][CH3:15])=[O:13]. (5) Given the reactants [CH2:1]([O:8][C:9]1[CH:14]=[CH:13][C:12]([CH:15]([N:19]([CH3:27])[C:20](=[O:26])[O:21][C:22]([CH3:25])([CH3:24])[CH3:23])[CH2:16][CH2:17]O)=[CH:11][CH:10]=1)[C:2]1[CH:7]=[CH:6][CH:5]=[CH:4][CH:3]=1.[CH2:28]([N:30](CC)CC)C.CS(Cl)(=O)=O.C1OCCOCCOCCOCCOC1.[C-]#N.[Na+], predict the reaction product. The product is: [CH2:1]([O:8][C:9]1[CH:14]=[CH:13][C:12]([CH:15]([N:19]([CH3:27])[C:20](=[O:26])[O:21][C:22]([CH3:24])([CH3:23])[CH3:25])[CH2:16][CH2:17][C:28]#[N:30])=[CH:11][CH:10]=1)[C:2]1[CH:7]=[CH:6][CH:5]=[CH:4][CH:3]=1. (6) Given the reactants O=C1C2C(=CC=CC=2)C(=O)[N:3]1[O:12][CH2:13][CH2:14][NH:15][C:16]([NH:18][C:19](=[O:25])[O:20][C:21]([CH3:24])([CH3:23])[CH3:22])=[O:17].C(Cl)Cl.O.NN, predict the reaction product. The product is: [NH2:3][O:12][CH2:13][CH2:14][NH:15][C:16]([NH:18][C:19](=[O:25])[O:20][C:21]([CH3:23])([CH3:22])[CH3:24])=[O:17]. (7) Given the reactants [NH:1]1[CH:5]=[CH:4][N:3]=[C:2]1[CH2:6][NH:7][CH2:8][C:9]1[CH:28]=[CH:27][CH:26]=[CH:25][C:10]=1C(NCCCCN(CCC)CCC)=O.[CH3:29][C:30]1[N:35]=[C:34]([CH:36]=O)[CH:33]=[CH:32][CH:31]=1.[C:38]([BH3-])#[N:39].[Na+].[C:42](O)(=O)[CH3:43].[CH3:46][OH:47], predict the reaction product. The product is: [CH2:26]([N:39]([CH2:38][CH2:42][CH3:43])[CH2:25][CH2:10][CH2:9][CH2:8][NH:7][C:46](=[O:47])[C:26]1[CH:25]=[CH:10][C:9]([CH2:8][N:7]([CH2:6][C:2]2[NH:1][CH:5]=[CH:4][N:3]=2)[CH2:29][C:30]2[CH:31]=[CH:32][CH:33]=[C:34]([CH3:36])[N:35]=2)=[CH:28][CH:27]=1)[CH2:27][CH3:28].